From a dataset of NCI-60 drug combinations with 297,098 pairs across 59 cell lines. Regression. Given two drug SMILES strings and cell line genomic features, predict the synergy score measuring deviation from expected non-interaction effect. (1) Drug 1: CN(C)C1=NC(=NC(=N1)N(C)C)N(C)C. Drug 2: COC1=C2C(=CC3=C1OC=C3)C=CC(=O)O2. Cell line: OVCAR3. Synergy scores: CSS=-4.33, Synergy_ZIP=6.88, Synergy_Bliss=6.03, Synergy_Loewe=-6.25, Synergy_HSA=-5.41. (2) Drug 1: CCCCC(=O)OCC(=O)C1(CC(C2=C(C1)C(=C3C(=C2O)C(=O)C4=C(C3=O)C=CC=C4OC)O)OC5CC(C(C(O5)C)O)NC(=O)C(F)(F)F)O. Drug 2: C1=NC2=C(N=C(N=C2N1C3C(C(C(O3)CO)O)F)Cl)N. Cell line: RXF 393. Synergy scores: CSS=20.6, Synergy_ZIP=-9.66, Synergy_Bliss=-0.911, Synergy_Loewe=-2.02, Synergy_HSA=-1.90.